From a dataset of Full USPTO retrosynthesis dataset with 1.9M reactions from patents (1976-2016). Predict the reactants needed to synthesize the given product. Given the product [CH2:20]([O:11][C:3]1[CH:4]=[C:5]([N+:8]([O-:10])=[O:9])[CH:6]=[CH:7][C:2]=1[Cl:1])[CH:19]=[CH2:18], predict the reactants needed to synthesize it. The reactants are: [Cl:1][C:2]1[CH:7]=[CH:6][C:5]([N+:8]([O-:10])=[O:9])=[CH:4][C:3]=1[OH:11].C([O-])([O-])=O.[K+].[K+].[CH2:18](Br)[CH:19]=[CH2:20].